Dataset: Forward reaction prediction with 1.9M reactions from USPTO patents (1976-2016). Task: Predict the product of the given reaction. (1) The product is: [C:1]([O:5][C:6]([N:8]1[CH2:12][C@H:11]([NH:13][C:14]([C:16]2[S:17][C:18]([Cl:21])=[CH:19][CH:20]=2)=[O:15])[CH2:10][C@H:9]1[CH2:22][F:28])=[O:7])([CH3:4])([CH3:3])[CH3:2]. Given the reactants [C:1]([O:5][C:6]([N:8]1[CH2:12][C@H:11]([NH:13][C:14]([C:16]2[S:17][C:18]([Cl:21])=[CH:19][CH:20]=2)=[O:15])[CH2:10][C@H:9]1[CH2:22]OS(C)(=O)=O)=[O:7])([CH3:4])([CH3:3])[CH3:2].[F-:28].C([N+](CCCC)(CCCC)CCCC)CCC, predict the reaction product. (2) Given the reactants [F:1][C:2]1[CH:18]=[CH:17][C:5]([CH2:6][CH2:7][NH:8][C:9](=O)[C:10]2[CH:15]=[CH:14][CH:13]=[CH:12][CH:11]=2)=[CH:4][CH:3]=1, predict the reaction product. The product is: [F:1][C:2]1[CH:18]=[C:17]2[C:5]([CH2:6][CH2:7][N:8]=[C:9]2[C:10]2[CH:15]=[CH:14][CH:13]=[CH:12][CH:11]=2)=[CH:4][CH:3]=1. (3) Given the reactants [C:1]([O:5][C:6]([N:8]1[CH2:13][CH2:12][C:11](=[CH:14][C:15]([O:17][CH3:18])=[O:16])[CH2:10][CH2:9]1)=[O:7])([CH3:4])([CH3:3])[CH3:2].CN(C)C(=N)N(C)C.[N+:27]([CH3:30])([O-:29])=[O:28], predict the reaction product. The product is: [C:1]([O:5][C:6]([N:8]1[CH2:13][CH2:12][C:11]([CH2:14][C:15]([O:17][CH3:18])=[O:16])([CH2:30][N+:27]([O-:29])=[O:28])[CH2:10][CH2:9]1)=[O:7])([CH3:4])([CH3:3])[CH3:2]. (4) Given the reactants [O:1]=[C:2]1[C:6]([CH2:7][C:8]([OH:10])=[O:9])=[CH:5][C:4](=O)[O:3]1.S(O)(O)(=O)=O.[NH2:17][NH2:18], predict the reaction product. The product is: [O:1]=[C:2]1[C:6]([CH2:7][C:8]([OH:10])=[O:9])=[CH:5][C:4](=[O:3])[NH:18][NH:17]1. (5) Given the reactants Br[C:2]1[C:15]([F:16])=[CH:14][C:5]([CH2:6][N:7]2[CH2:12][CH2:11][O:10][CH2:9][C@@H:8]2[CH3:13])=[C:4]([F:17])[CH:3]=1.[F:18][C:19]1[C:20]([C:26]2[N:30]([CH:31]3[CH2:36][CH2:35][O:34][CH2:33][CH2:32]3)[C:29]([CH3:37])=[N:28][CH:27]=2)=[N:21][C:22]([NH2:25])=[N:23][CH:24]=1.CC(C)([O-])C.[K+].CC(C1C=C(C(C)C)C(C2C=CC=CC=2P(C2CCCCC2)C2CCCCC2)=C(C(C)C)C=1)C, predict the reaction product. The product is: [F:16][C:15]1[CH:14]=[C:5]([CH2:6][N:7]2[CH2:12][CH2:11][O:10][CH2:9][C@@H:8]2[CH3:13])[C:4]([F:17])=[CH:3][C:2]=1[NH:25][C:22]1[N:21]=[C:20]([C:26]2[N:30]([CH:31]3[CH2:32][CH2:33][O:34][CH2:35][CH2:36]3)[C:29]([CH3:37])=[N:28][CH:27]=2)[C:19]([F:18])=[CH:24][N:23]=1.